This data is from Reaction yield outcomes from USPTO patents with 853,638 reactions. The task is: Predict the reaction yield, written as a fraction of the theoretical maximum amount of product (1.0 means a 100% yield; for example, 0.34 means a 34% yield). The product is [N:1]1[CH:2]=[C:3]([S:10]([N:13]2[C:21]3[C:16](=[N:17][CH:18]=[C:19]([C:22]4[CH:23]=[N:24][N:25]([CH:27]5[CH2:32][CH2:31][N:30]([C:40](=[O:42])[CH3:41])[CH2:29][CH2:28]5)[CH:26]=4)[CH:20]=3)[CH:15]=[N:14]2)(=[O:11])=[O:12])[N:4]2[CH:9]=[CH:8][CH:7]=[CH:6][C:5]=12. The reactants are [N:1]1[CH:2]=[C:3]([S:10]([N:13]2[C:21]3[C:16](=[N:17][CH:18]=[C:19]([C:22]4[CH:23]=[N:24][N:25]([CH:27]5[CH2:32][CH2:31][NH:30][CH2:29][CH2:28]5)[CH:26]=4)[CH:20]=3)[CH:15]=[N:14]2)(=[O:12])=[O:11])[N:4]2[CH:9]=[CH:8][CH:7]=[CH:6][C:5]=12.C(N(CC)CC)C.[C:40](Cl)(=[O:42])[CH3:41]. The yield is 0.880. The catalyst is ClCCl.